Dataset: Reaction yield outcomes from USPTO patents with 853,638 reactions. Task: Predict the reaction yield, written as a fraction of the theoretical maximum amount of product (1.0 means a 100% yield; for example, 0.34 means a 34% yield). (1) The reactants are O[CH:2]1[C:11]2[C:6](=[CH:7][CH:8]=[CH:9][CH:10]=2)[N:5]([C:12]([C:14]2[CH:19]=[CH:18][CH:17]=[C:16]([O:20][CH3:21])[CH:15]=2)=[O:13])[C:4]([CH3:23])([CH3:22])[CH2:3]1.I[Si](C)(C)C.[NH2:29][C:30]1[CH:35]=[CH:34][CH:33]=[CH:32][CH:31]=1. The catalyst is ClCCl. The product is [CH3:23][C:4]1([CH3:22])[CH2:3][CH:2]([NH:29][C:30]2[CH:35]=[CH:34][CH:33]=[CH:32][CH:31]=2)[C:11]2[C:6](=[CH:7][CH:8]=[CH:9][CH:10]=2)[N:5]1[C:12]([C:14]1[CH:19]=[CH:18][CH:17]=[C:16]([O:20][CH3:21])[CH:15]=1)=[O:13]. The yield is 0.240. (2) The reactants are C[C:2]1([C:17](N)=O)[CH2:7][CH2:6][CH2:5][N:4]([C:8]2[CH:13]=[CH:12][C:11]([N+:14]([O-:16])=[O:15])=[CH:10][CH:9]=2)[CH2:3]1.[C:20]1([CH2:26][OH:27])[CH:25]=[CH:24][CH:23]=[CH:22][CH:21]=1.N12CCCN=C1CCCCC2.Br[N:40]1[C:44](=[O:45])CCC1=O. The catalyst is C(Cl)CCl. The product is [CH3:17][C:2]1([NH:40][C:44](=[O:45])[O:27][CH2:26][C:20]2[CH:25]=[CH:24][CH:23]=[CH:22][CH:21]=2)[CH2:7][CH2:6][CH2:5][N:4]([C:8]2[CH:9]=[CH:10][C:11]([N+:14]([O-:16])=[O:15])=[CH:12][CH:13]=2)[CH2:3]1. The yield is 0.870.